From a dataset of Forward reaction prediction with 1.9M reactions from USPTO patents (1976-2016). Predict the product of the given reaction. (1) Given the reactants Br[C:2]1[C:3]2[O:12][C:11]([CH2:13][N:14]3[CH2:19][CH2:18][O:17][CH2:16][CH2:15]3)=[CH:10][C:4]=2[C:5](=[O:9])[N:6]([CH3:8])[CH:7]=1.C(=O)([O-])[O-].[K+].[K+].[CH3:26][O:27][C:28]1[CH:29]=[C:30](B(O)O)[CH:31]=[CH:32][C:33]=1[O:34][CH3:35], predict the reaction product. The product is: [CH3:26][O:27][C:28]1[CH:29]=[C:30]([C:2]2[C:3]3[O:12][C:11]([CH2:13][N:14]4[CH2:19][CH2:18][O:17][CH2:16][CH2:15]4)=[CH:10][C:4]=3[C:5](=[O:9])[N:6]([CH3:8])[CH:7]=2)[CH:31]=[CH:32][C:33]=1[O:34][CH3:35]. (2) Given the reactants [NH:1]1[C:5]2[CH:6]=[CH:7][C:8]([NH2:10])=[CH:9][C:4]=2[N:3]=[CH:2]1.[F:11][C:12]1[C:19]([F:20])=[CH:18][C:17]([F:21])=[CH:16][C:13]=1[CH:14]=O.C([O:24][C:25](=O)[C:26](=[O:34])[CH2:27][C:28]1[CH:33]=[CH:32][CH:31]=[CH:30][CH:29]=1)C, predict the reaction product. The product is: [NH:1]1[C:5]2[CH:6]=[CH:7][C:8]([N:10]3[CH:14]([C:13]4[CH:16]=[C:17]([F:21])[CH:18]=[C:19]([F:20])[C:12]=4[F:11])[C:27]([C:28]4[CH:29]=[CH:30][CH:31]=[CH:32][CH:33]=4)=[C:26]([OH:34])[C:25]3=[O:24])=[CH:9][C:4]=2[N:3]=[CH:2]1. (3) Given the reactants [CH3:1][C:2]1[S:3][C:4]([CH3:32])=[C:5]([CH2:21][C:22]2[CH:27]=[CH:26][C:25]([C:28]([F:31])([F:30])[F:29])=[CH:24][CH:23]=2)[C:6]=1[C:7]([NH:9][C@H:10]([C:12]1[CH:20]=[CH:19][C:15]([C:16]([OH:18])=O)=[CH:14][CH:13]=1)[CH3:11])=[O:8].[CH3:33][S:34]([NH2:37])(=[O:36])=[O:35].Cl.CN(C)CCCN=C=NCC, predict the reaction product. The product is: [CH3:1][C:2]1[S:3][C:4]([CH3:32])=[C:5]([CH2:21][C:22]2[CH:23]=[CH:24][C:25]([C:28]([F:30])([F:31])[F:29])=[CH:26][CH:27]=2)[C:6]=1[C:7]([NH:9][C@H:10]([C:12]1[CH:20]=[CH:19][C:15]([C:16]([NH:37][S:34]([CH3:33])(=[O:36])=[O:35])=[O:18])=[CH:14][CH:13]=1)[CH3:11])=[O:8]. (4) Given the reactants [Cl:1][C:2]1[C:7]([C:8]2[CH:13]=[CH:12][CH:11]=[CH:10][CH:9]=2)=[C:6](Cl)[N:5]2[N:15]=[CH:16][N:17]=[C:4]2[N:3]=1.CC(O)=O.CO, predict the reaction product. The product is: [Cl:1][C:2]1[C:7]([C:8]2[CH:13]=[CH:12][CH:11]=[CH:10][CH:9]=2)=[CH:6][N:5]2[N:15]=[CH:16][N:17]=[C:4]2[N:3]=1. (5) Given the reactants [Br:1][C:2]1[CH:3]=[C:4]2[C:13](=[CH:14][CH:15]=1)[NH:12][C:11]1[C:6](=[C:7]([CH2:30][O:31][CH3:32])[N:8]=[C:9]3[N:19]=[C:18]([C:20]4[C:25]([C:26]([F:29])([F:28])[F:27])=[CH:24][CH:23]=[CH:22][N:21]=4)[CH:17]=[CH:16][C:10]3=1)[C:5]2=[O:33].[BH4-].[Na+], predict the reaction product. The product is: [Br:1][C:2]1[CH:3]=[C:4]2[C:13](=[CH:14][CH:15]=1)[NH:12][C:11]1[C:6](=[C:7]([CH2:30][O:31][CH3:32])[N:8]=[C:9]3[N:19]=[C:18]([C:20]4[C:25]([C:26]([F:29])([F:28])[F:27])=[CH:24][CH:23]=[CH:22][N:21]=4)[CH:17]=[CH:16][C:10]3=1)[CH:5]2[OH:33]. (6) Given the reactants N(C(OC(C)C)=O)=NC(OC(C)C)=O.[Cl:15][C:16]1[CH:21]=[CH:20][C:19]([S:22]([CH:25]([C:34]2[CH:39]=[C:38]([F:40])[CH:37]=[CH:36][C:35]=2[F:41])[C:26]2[CH:31]=[CH:30][C:29]([CH2:32]O)=[CH:28][N:27]=2)(=[O:24])=[O:23])=[CH:18][CH:17]=1.[NH:42]([C:50]([O:52][C:53]([CH3:56])([CH3:55])[CH3:54])=[O:51])[C:43]([O:45][C:46]([CH3:49])([CH3:48])[CH3:47])=[O:44].C1(P(C2C=CC=CC=2)C2C=CC=CC=2)C=CC=CC=1, predict the reaction product. The product is: [Cl:15][C:16]1[CH:21]=[CH:20][C:19]([S:22]([CH:25]([C:34]2[CH:39]=[C:38]([F:40])[CH:37]=[CH:36][C:35]=2[F:41])[C:26]2[N:27]=[CH:28][C:29]([CH2:32][N:42]([C:43]([O:45][C:46]([CH3:47])([CH3:48])[CH3:49])=[O:44])[C:50](=[O:51])[O:52][C:53]([CH3:56])([CH3:55])[CH3:54])=[CH:30][CH:31]=2)(=[O:23])=[O:24])=[CH:18][CH:17]=1. (7) Given the reactants CS(O[C@@H:6]([CH3:32])[CH2:7][CH2:8][CH2:9][CH2:10][N:11]1[C:20](=[O:21])[C:19]2[NH:18][C:17]([CH2:22][NH:23][C:24]([O:26][C:27]([CH3:30])([CH3:29])[CH3:28])=[O:25])=[N:16][C:15]=2[N:14]([CH3:31])[C:12]1=[O:13])(=O)=O.[C-:33]#[N:34].[K+], predict the reaction product. The product is: [C:33]([C@H:6]([CH3:32])[CH2:7][CH2:8][CH2:9][CH2:10][N:11]1[C:20](=[O:21])[C:19]2[NH:18][C:17]([CH2:22][NH:23][C:24]([O:26][C:27]([CH3:30])([CH3:29])[CH3:28])=[O:25])=[N:16][C:15]=2[N:14]([CH3:31])[C:12]1=[O:13])#[N:34].